Predict the reaction yield, written as a fraction of the theoretical maximum amount of product (1.0 means a 100% yield; for example, 0.34 means a 34% yield). From a dataset of Reaction yield outcomes from USPTO patents with 853,638 reactions. (1) The reactants are [NH2:1][C:2]([CH3:6])([CH3:5])[CH2:3][OH:4].[F:7][C:8]1[CH:16]=[CH:15][CH:14]=[C:13]([F:17])[C:9]=1[C:10](Cl)=[O:11]. The catalyst is C(Cl)Cl.O. The product is [F:7][C:8]1[CH:16]=[CH:15][CH:14]=[C:13]([F:17])[C:9]=1[C:10]([NH:1][C:2]([CH3:6])([CH3:5])[CH2:3][OH:4])=[O:11]. The yield is 0.930. (2) The catalyst is CCO.[OH-].[OH-].[Pd+2]. The yield is 1.00. The product is [C:1]([O:5][C:6]([CH:8]1[CH2:16][CH:15]2[CH:10]([CH2:11][CH2:12][CH2:13][CH2:14]2)[N:9]1[C:17](=[O:44])[CH:18]([NH:23][C:24](=[O:43])[CH:25]([NH2:32])[CH:26]1[CH2:27][CH2:28][CH2:29][CH2:30][CH2:31]1)[C:19]([CH3:22])([CH3:21])[CH3:20])=[O:7])([CH3:2])([CH3:3])[CH3:4]. The reactants are [C:1]([O:5][C:6]([CH:8]1[CH2:16][CH:15]2[CH:10]([CH2:11][CH2:12][CH2:13][CH2:14]2)[N:9]1[C:17](=[O:44])[CH:18]([NH:23][C:24](=[O:43])[CH:25]([NH:32]C(OCC1C=CC=CC=1)=O)[CH:26]1[CH2:31][CH2:30][CH2:29][CH2:28][CH2:27]1)[C:19]([CH3:22])([CH3:21])[CH3:20])=[O:7])([CH3:4])([CH3:3])[CH3:2]. (3) The reactants are [CH3:1][CH:2]([CH3:5])[CH2:3][OH:4].F[C:7]1[CH:12]=[CH:11][CH:10]=[CH:9][C:8]=1[N+:13]([O-:15])=[O:14].[CH3:16][CH:17]([CH3:27])[CH2:18][O:19][C:20]1[CH:26]=[CH:25][CH:24]=[CH:23][C:21]=1[NH2:22].[NH2:28][C:29]1[S:30][CH:31]=[CH:32][N:33]=1. No catalyst specified. The product is [CH3:1][CH:2]([CH3:5])[CH2:3][O:4][C:7]1[CH:12]=[CH:11][CH:10]=[CH:9][C:8]=1[N+:13]([O-:15])=[O:14].[CH3:16][CH:17]([CH3:27])[CH2:18][O:19][C:20]1[CH:26]=[CH:25][CH:24]=[CH:23][C:21]=1[NH:22][C:3]([NH:28][C:29]1[S:30][CH:31]=[CH:32][N:33]=1)=[O:4]. The yield is 0.750. (4) The reactants are [F:1][C:2]1[CH:7]=[C:6]([F:8])[CH:5]=[CH:4][C:3]=1[C:9]1[C:17]2[O:16][CH:15]([CH2:18][NH2:19])[CH2:14][C:13]=2[CH:12]=[CH:11][CH:10]=1.C(N(C(C)C)CC)(C)C.Cl[C:30]([O:32][CH2:33][C:34]1[CH:39]=[CH:38][CH:37]=[CH:36][CH:35]=1)=[O:31].C(OC(=O)NCC1CC2C=CC=C(C3CCCC3)C=2O1)C1C=CC=CC=1. No catalyst specified. The product is [F:1][C:2]1[CH:7]=[C:6]([F:8])[CH:5]=[CH:4][C:3]=1[C:9]1[C:17]2[O:16][CH:15]([CH2:18][NH:19][C:30](=[O:31])[O:32][CH2:33][C:34]3[CH:39]=[CH:38][CH:37]=[CH:36][CH:35]=3)[CH2:14][C:13]=2[CH:12]=[CH:11][CH:10]=1. The yield is 0.810. (5) The reactants are [NH2:1][C:2]1[N:11]=[CH:10][C:9]([Br:12])=[CH:8][C:3]=1[C:4]([O:6]C)=[O:5].[OH-].[Na+]. The catalyst is CO. The product is [NH2:1][C:2]1[N:11]=[CH:10][C:9]([Br:12])=[CH:8][C:3]=1[C:4]([OH:6])=[O:5]. The yield is 0.490. (6) The reactants are [H-].[Na+].[CH:3]([OH:6])([CH3:5])[CH3:4].Cl[C:8]1[C:13]([Cl:14])=[CH:12][CH:11]=[CH:10][N:9]=1. The catalyst is C1COCC1. The product is [Cl:14][C:13]1[C:8]([O:6][CH:3]([CH3:5])[CH3:4])=[N:9][CH:10]=[CH:11][CH:12]=1. The yield is 0.890. (7) The reactants are [C:1]([O:5][C:6]([NH:8][C@@H:9]([CH2:23][C@H:24]1[CH2:29][CH2:28][C@@H:27](O)[CH2:26][CH2:25]1)[CH2:10][N:11]([CH3:22])[C:12](=[O:21])[O:13][CH2:14][C:15]1[CH:20]=[CH:19][CH:18]=[CH:17][CH:16]=1)=[O:7])([CH3:4])([CH3:3])[CH3:2].CCN(CC)CC.[F-].[F:39]C(F)(S(F)(=O)=O)C(F)(F)C(F)(F)C(F)(F)F.C1COCC1. No catalyst specified. The product is [C:1]([O:5][C:6]([NH:8][C@@H:9]([CH2:23][C@H:24]1[CH2:29][CH2:28][C@H:27]([F:39])[CH2:26][CH2:25]1)[CH2:10][N:11]([CH3:22])[C:12](=[O:21])[O:13][CH2:14][C:15]1[CH:20]=[CH:19][CH:18]=[CH:17][CH:16]=1)=[O:7])([CH3:4])([CH3:3])[CH3:2]. The yield is 0.200. (8) The catalyst is [N+](C)([O-])=O. The product is [CH:26](=[O:34])[CH2:27][CH2:28][CH2:29][CH2:30][CH2:31][CH:32]=[CH2:33]. The reactants are IC1C=CC=CC=1S([O-])(=O)=O.[Na+].OOS([O-])=O.[K+].S([O-])([O-])(=O)=O.[Na+].[Na+].[CH2:26]([OH:34])[CH2:27][CH2:28][CH2:29][CH2:30][CH2:31][CH:32]=[CH2:33]. The yield is 0.920.